Dataset: Forward reaction prediction with 1.9M reactions from USPTO patents (1976-2016). Task: Predict the product of the given reaction. (1) Given the reactants [Cl:1][C:2]1[CH:3]=[C:4]2[N:11]([CH2:12][O:13][CH2:14][CH2:15][Si:16]([CH3:19])([CH3:18])[CH3:17])[C:10]([O:20][C@H:21]3[C@H:25]4[O:26][CH2:27][C@@H:28]([OH:29])[C@H:24]4[O:23][CH2:22]3)=[N:9][C:5]2=[N:6][C:7]=1I.[S:30]1[CH2:35][CH:34]=[C:33](B2OC(C)(C)C(C)(C)O2)[CH2:32][CH2:31]1.[O-]P([O-])([O-])=O.[K+].[K+].[K+], predict the reaction product. The product is: [Cl:1][C:2]1[CH:3]=[C:4]2[N:11]([CH2:12][O:13][CH2:14][CH2:15][Si:16]([CH3:19])([CH3:18])[CH3:17])[C:10]([O:20][C@H:21]3[C@H:25]4[O:26][CH2:27][C@@H:28]([OH:29])[C@H:24]4[O:23][CH2:22]3)=[N:9][C:5]2=[N:6][C:7]=1[C:33]1[CH2:34][CH2:35][S:30][CH2:31][CH:32]=1. (2) Given the reactants [C:1]([C:3]1[C:4]([N:16]2[CH2:21][CH2:20][CH:19]([C:22]([OH:24])=O)[CH2:18][CH2:17]2)=[N:5][C:6]([O:14][CH3:15])=[C:7]([C:9]([O:11][CH2:12][CH3:13])=[O:10])[CH:8]=1)#[N:2].[F:25][C:26]1[CH:31]=[CH:30][C:29]([CH2:32][S:33]([NH2:36])(=[O:35])=[O:34])=[CH:28][CH:27]=1, predict the reaction product. The product is: [C:1]([C:3]1[C:4]([N:16]2[CH2:17][CH2:18][CH:19]([C:22](=[O:24])[NH:36][S:33]([CH2:32][C:29]3[CH:30]=[CH:31][C:26]([F:25])=[CH:27][CH:28]=3)(=[O:35])=[O:34])[CH2:20][CH2:21]2)=[N:5][C:6]([O:14][CH3:15])=[C:7]([CH:8]=1)[C:9]([O:11][CH2:12][CH3:13])=[O:10])#[N:2]. (3) The product is: [NH2:14][CH2:2][CH2:3][CH2:4][CH2:5][CH2:6][CH2:7][CH2:8][CH2:9][CH2:10][CH2:11][CH2:12][OH:13]. Given the reactants Br[CH2:2][CH2:3][CH2:4][CH2:5][CH2:6][CH2:7][CH2:8][CH2:9][CH2:10][CH2:11][CH2:12][OH:13].[N-:14]=[N+]=[N-].[Na+], predict the reaction product.